Task: Predict the product of the given reaction.. Dataset: Forward reaction prediction with 1.9M reactions from USPTO patents (1976-2016) (1) Given the reactants Cl[C:2]1[C:11]2[C:6](=[CH:7][CH:8]=[C:9]([C:12]([N:14]3[CH2:17][CH:16]([O:18][CH3:19])[CH2:15]3)=[O:13])[CH:10]=2)[CH:5]=[N:4][CH:3]=1.[CH3:20][N:21]1[C:29]2[C:24](=[CH:25][C:26](B3OC(C)(C)C(C)(C)O3)=[CH:27][CH:28]=2)[CH2:23][C:22]1=[O:39].CC([O-])=O.[K+].O, predict the reaction product. The product is: [CH3:19][O:18][CH:16]1[CH2:17][N:14]([C:12]([C:9]2[CH:10]=[C:11]3[C:6](=[CH:7][CH:8]=2)[CH:5]=[N:4][CH:3]=[C:2]3[C:26]2[CH:25]=[C:24]3[C:29](=[CH:28][CH:27]=2)[N:21]([CH3:20])[C:22](=[O:39])[CH2:23]3)=[O:13])[CH2:15]1. (2) The product is: [CH:13]1([C:12]([C:6]2[CH:7]=[N:8][C:9]3[C:4]([C:5]=2[NH:17][C@H:18]2[CH2:23][CH2:22][C@H:21]([NH:24][C:25](=[O:31])[O:26][C:27]([CH3:29])([CH3:30])[CH3:28])[CH2:20][CH2:19]2)=[CH:3][C:2]([C:40]2[CH:41]=[N:42][NH:43][CH:44]=2)=[CH:11][CH:10]=3)=[O:16])[CH2:15][CH2:14]1. Given the reactants Br[C:2]1[CH:3]=[C:4]2[C:9](=[CH:10][CH:11]=1)[N:8]=[CH:7][C:6]([C:12](=[O:16])[CH:13]([CH3:15])[CH3:14])=[C:5]2[NH:17][C@H:18]1[CH2:23][CH2:22][C@H:21]([NH:24][C:25](=[O:31])[O:26][C:27]([CH3:30])([CH3:29])[CH3:28])[CH2:20][CH2:19]1.CC1(C)C(C)(C)OB([C:40]2[CH:41]=[N:42][NH:43][CH:44]=2)O1, predict the reaction product. (3) Given the reactants [SH2:1].[CH3:2][C:3]1[N:7]([CH2:8][C:9]([N:11]2[CH2:16][CH2:15][CH:14]([C:17]#[N:18])[CH2:13][CH2:12]2)=[O:10])[N:6]=[C:5]([C:19]([F:22])([F:21])[F:20])[CH:4]=1.N(CCO)CCO, predict the reaction product. The product is: [CH3:2][C:3]1[N:7]([CH2:8][C:9]([N:11]2[CH2:16][CH2:15][CH:14]([C:17](=[S:1])[NH2:18])[CH2:13][CH2:12]2)=[O:10])[N:6]=[C:5]([C:19]([F:22])([F:20])[F:21])[CH:4]=1. (4) Given the reactants [CH3:1][C:2]1[N:6]([CH3:7])[C:5]([C:8]2[N:13]3[N:14]=[C:15]([NH2:17])[N:16]=[C:12]3[CH:11]=[C:10]([C:18]3[CH:19]=[N:20][CH:21]=[CH:22][CH:23]=3)[CH:9]=2)=[CH:4][N:3]=1.[CH2:24]([N:26]=[C:27]=[O:28])[CH3:25].CO.C(Cl)(Cl)Cl, predict the reaction product. The product is: [CH3:7][N:6]1[C:5]([C:8]2[N:13]3[N:14]=[C:15]([NH:17][C:27]([NH:26][CH2:24][CH3:25])=[O:28])[N:16]=[C:12]3[CH:11]=[C:10]([C:18]3[CH:19]=[N:20][CH:21]=[CH:22][CH:23]=3)[CH:9]=2)=[CH:4][N:3]=[C:2]1[CH3:1]. (5) Given the reactants [OH:1][NH:2][C:3]([C:5]1[CH:29]=[CH:28][C:8]2[C:9]3[CH:15]=[C:14]([S:16]([NH:19][C@H:20]([CH:25]([CH3:27])[CH3:26])[C:21]([O:23][CH3:24])=[O:22])(=[O:18])=[O:17])[CH:13]=[CH:12][C:10]=3[O:11][C:7]=2[CH:6]=1)=[NH:4].[C:30](OC(=O)C)(=O)[CH3:31].O, predict the reaction product. The product is: [CH3:27][CH:25]([CH3:26])[C@@H:20]([NH:19][S:16]([C:14]1[CH:13]=[CH:12][C:10]2[O:11][C:7]3[CH:6]=[C:5]([C:3]4[N:4]=[C:30]([CH3:31])[O:1][N:2]=4)[CH:29]=[CH:28][C:8]=3[C:9]=2[CH:15]=1)(=[O:18])=[O:17])[C:21]([O:23][CH3:24])=[O:22]. (6) Given the reactants F[C:2]1[CH:7]=[CH:6][CH:5]=[C:4]([F:8])[N:3]=1.[C:9]([N:12]1[CH2:17][CH2:16][NH:15][CH2:14][CH2:13]1)(=[O:11])[CH3:10].C(=O)([O-])[O-].[K+].[K+].O, predict the reaction product. The product is: [C:9]([N:12]1[CH2:17][CH2:16][N:15]([C:2]2[CH:7]=[CH:6][CH:5]=[C:4]([F:8])[N:3]=2)[CH2:14][CH2:13]1)(=[O:11])[CH3:10]. (7) Given the reactants [CH3:1][O:2][C:3]1[CH:4]=[C:5]([NH2:26])[CH:6]=[CH:7][C:8]=1[C:9]1[O:10][C:11]([C:14]2[C:15]([C:20]3[CH:25]=[CH:24][CH:23]=[CH:22][CH:21]=3)=[N:16][O:17][C:18]=2[CH3:19])=[N:12][N:13]=1.C(NC(C)C)(C)C.[S:34]1[CH:38]=[CH:37][CH:36]=[C:35]1[S:39](Cl)(=[O:41])=[O:40], predict the reaction product. The product is: [CH3:1][O:2][C:3]1[CH:4]=[C:5]([NH:26][S:39]([C:35]2[S:34][CH:38]=[CH:37][CH:36]=2)(=[O:41])=[O:40])[CH:6]=[CH:7][C:8]=1[C:9]1[O:10][C:11]([C:14]2[C:15]([C:20]3[CH:21]=[CH:22][CH:23]=[CH:24][CH:25]=3)=[N:16][O:17][C:18]=2[CH3:19])=[N:12][N:13]=1. (8) Given the reactants [F:1][C:2]1[CH:3]=[C:4]([C:9]2[O:10][C:11]3[CH:17]=[C:16]([O:18][CH2:19][C@@H:20]([NH:22][C:23](=[O:25])[CH3:24])[CH3:21])[CH:15]=[CH:14][C:12]=3[N:13]=2)[CH:5]=[CH:6][C:7]=1[OH:8].[CH:26](I)([CH3:28])[CH3:27], predict the reaction product. The product is: [F:1][C:2]1[CH:3]=[C:4]([C:9]2[O:10][C:11]3[CH:17]=[C:16]([O:18][CH2:19][C@@H:20]([NH:22][C:23](=[O:25])[CH3:24])[CH3:21])[CH:15]=[CH:14][C:12]=3[N:13]=2)[CH:5]=[CH:6][C:7]=1[O:8][CH:26]([CH3:28])[CH3:27]. (9) Given the reactants Br[C:2]1[S:6][C:5]([NH2:7])=[N:4][CH:3]=1.C([O-])([O-])=O.[K+].[K+].[CH2:14]([O:16][C:17](=[O:21])[CH2:18][CH2:19][SH:20])[CH3:15].O, predict the reaction product. The product is: [CH2:14]([O:16][C:17](=[O:21])[CH2:18][CH2:19][S:20][C:2]1[S:6][C:5]([NH2:7])=[N:4][CH:3]=1)[CH3:15].